Dataset: Forward reaction prediction with 1.9M reactions from USPTO patents (1976-2016). Task: Predict the product of the given reaction. (1) Given the reactants [C:1]([C:3]1[N:8]=[N:7][C:6]([N:9]2[CH2:14][CH2:13][N:12]([C:15]([C:17]3[CH:22]=[CH:21][CH:20]=[CH:19][C:18]=3[C:23]([F:26])([F:25])[F:24])=[O:16])[CH2:11][CH2:10]2)=[CH:5][CH:4]=1)#[CH:2].[C:27]([O:30][C:31]1[CH:36]=[CH:35][C:34](I)=[CH:33][CH:32]=1)(=[O:29])[CH3:28], predict the reaction product. The product is: [C:27]([O:30][C:31]1[CH:36]=[CH:35][C:34]([C:2]#[C:1][C:3]2[N:8]=[N:7][C:6]([N:9]3[CH2:14][CH2:13][N:12]([C:15](=[O:16])[C:17]4[CH:22]=[CH:21][CH:20]=[CH:19][C:18]=4[C:23]([F:26])([F:25])[F:24])[CH2:11][CH2:10]3)=[CH:5][CH:4]=2)=[CH:33][CH:32]=1)(=[O:29])[CH3:28]. (2) Given the reactants Cl.[F:2][C:3]1[CH:8]=[CH:7][CH:6]=[CH:5][C:4]=1[NH:9][NH2:10].C([O:13][C:14](=O)[CH2:15][C:16]([CH3:18])=O)C.[OH-].[Na+], predict the reaction product. The product is: [F:2][C:3]1[CH:8]=[CH:7][CH:6]=[CH:5][C:4]=1[N:9]1[C:14](=[O:13])[CH:15]=[C:16]([CH3:18])[NH:10]1. (3) Given the reactants [CH2:1]([C:8]1[N:13]=[C:12]([N:14]([CH2:21][CH3:22])[CH2:15][C:16]2[NH:17][CH:18]=[CH:19][N:20]=2)[CH:11]=[C:10](Cl)[N:9]=1)[C:2]1[CH:7]=[CH:6][CH:5]=[CH:4][CH:3]=1.C([O-])=O.[NH4+], predict the reaction product. The product is: [CH2:1]([C:8]1[N:13]=[C:12]([N:14]([CH2:21][CH3:22])[CH2:15][C:16]2[NH:17][CH:18]=[CH:19][N:20]=2)[CH:11]=[CH:10][N:9]=1)[C:2]1[CH:3]=[CH:4][CH:5]=[CH:6][CH:7]=1. (4) The product is: [CH2:1]([N:3]1[C:7]2=[N:8][C:9]([CH2:49][CH3:50])=[C:10]([CH2:19][NH:20][C:21]([C:23]3[CH:28]=[C:27]([CH3:29])[CH:26]=[C:25]([C:30]([NH:32][CH2:33][C:34]4[CH:35]=[C:36]([C:41]5[CH:46]=[CH:45][CH:44]=[C:43]([CH2:47][N:56]6[CH2:55][CH2:54][NH:53][C@@H:52]([CH3:51])[CH2:57]6)[CH:42]=5)[C:37]([F:40])=[CH:38][CH:39]=4)=[O:31])[CH:24]=3)=[O:22])[C:11]([NH:12][CH:13]3[CH2:14][CH2:15][O:16][CH2:17][CH2:18]3)=[C:6]2[CH:5]=[N:4]1)[CH3:2]. Given the reactants [CH2:1]([N:3]1[C:7]2=[N:8][C:9]([CH2:49][CH3:50])=[C:10]([CH2:19][NH:20][C:21]([C:23]3[CH:28]=[C:27]([CH3:29])[CH:26]=[C:25]([C:30]([NH:32][CH2:33][C:34]4[CH:35]=[C:36]([C:41]5[CH:46]=[CH:45][CH:44]=[C:43]([CH:47]=O)[CH:42]=5)[C:37]([F:40])=[CH:38][CH:39]=4)=[O:31])[CH:24]=3)=[O:22])[C:11]([NH:12][CH:13]3[CH2:18][CH2:17][O:16][CH2:15][CH2:14]3)=[C:6]2[CH:5]=[N:4]1)[CH3:2].[CH3:51][C@H:52]1[CH2:57][NH:56][CH2:55][CH2:54][N:53]1C(OC(C)(C)C)=O.C(O)(=O)C.C(O[BH-](OC(=O)C)OC(=O)C)(=O)C, predict the reaction product.